Dataset: Forward reaction prediction with 1.9M reactions from USPTO patents (1976-2016). Task: Predict the product of the given reaction. (1) Given the reactants [NH2:1][CH:2]([CH2:6][S:7]CC(C(OCC)=O)=O)[C:3]([OH:5])=[O:4].[CH2:16]([O:18]C(=O)C(O)=CSCC(N)C(O)=O)[CH3:17], predict the reaction product. The product is: [C:16]([NH:1][CH:2]([CH2:6][SH:7])[C:3]([OH:5])=[O:4])(=[O:18])[CH3:17]. (2) Given the reactants [CH:1]([C:4]1[N:9]=[C:8]([CH2:10][N:11]2[CH2:15][CH2:14][N:13]([C@@H:16]([C:24]([CH3:27])([CH3:26])[CH3:25])[C:17]([O:19]C(C)(C)C)=[O:18])[C:12]2=[O:28])[CH:7]=[CH:6][CH:5]=1)([CH3:3])[CH3:2].[F:29][C:30]([F:35])([F:34])[C:31]([OH:33])=[O:32], predict the reaction product. The product is: [CH:1]([C:4]1[N:9]=[C:8]([CH2:10][N:11]2[CH2:15][CH2:14][N:13]([C@@H:16]([C:24]([CH3:25])([CH3:27])[CH3:26])[C:17]([OH:19])=[O:18])[C:12]2=[O:28])[CH:7]=[CH:6][CH:5]=1)([CH3:3])[CH3:2].[F:29][C:30]([F:35])([F:34])[C:31]([OH:33])=[O:32]. (3) Given the reactants [F:1][C:2]1[CH:35]=[CH:34][C:5]([C:6]([N:8]2[CH2:13][CH2:12][C:11]([CH2:15][N:16]3[C:21](=[O:22])[C:20]4[CH:23]=[CH:24][N:25]([C:26]5[CH:27]=[C:28]([CH:31]=[CH:32][CH:33]=5)[C:29]#[N:30])[C:19]=4[N:18]=[CH:17]3)([OH:14])[CH2:10][CH2:9]2)=[O:7])=[CH:4][CH:3]=1.[OH-].[Li+], predict the reaction product. The product is: [NH2:30][CH2:29][C:28]1[CH:27]=[C:26]([N:25]2[C:19]3[N:18]=[CH:17][N:16]([CH2:15][C:11]4([OH:14])[CH2:12][CH2:13][N:8]([C:6](=[O:7])[C:5]5[CH:4]=[CH:3][C:2]([F:1])=[CH:35][CH:34]=5)[CH2:9][CH2:10]4)[C:21](=[O:22])[C:20]=3[CH:23]=[CH:24]2)[CH:33]=[CH:32][CH:31]=1. (4) Given the reactants [CH3:1][O:2][C:3](=[O:23])[C:4]1[CH:9]=[CH:8][C:7](CNC2CCC3(CCCCC3)CC2)=[CH:6][CH:5]=1.CSC1C=C(N=C=O)C=CC=1, predict the reaction product. The product is: [CH3:1][O:2][C:3](=[O:23])[C:4]1[CH:9]=[CH:8][CH:7]=[CH:6][CH:5]=1. (5) Given the reactants [CH2:1]([O:3][C:4]([C:6]1[C:7]([CH3:25])=[C:8]([C:18]([O:20][C:21]([CH3:24])([CH3:23])[CH3:22])=[O:19])[NH:9][C:10]=1[CH2:11][CH2:12][C:13]([O:15][CH2:16][CH3:17])=[O:14])=[O:5])[CH3:2].CO.[OH-].[Li+], predict the reaction product. The product is: [CH2:1]([O:3][C:4]([C:6]1[C:7]([CH3:25])=[C:8]([C:18]([O:20][C:21]([CH3:24])([CH3:23])[CH3:22])=[O:19])[NH:9][C:10]=1[CH2:11][CH2:12][C:13]([OH:15])=[O:14])=[O:5])[CH3:2].[CH2:1]([O:3][C:4]([C:6]1[C:7]([CH3:25])=[C:8]([C:18]([O:20][C:21]([CH3:22])([CH3:24])[CH3:23])=[O:19])[NH:9][C:10]=1[CH:11]=[CH:12][C:13]([O:15][CH2:16][CH3:17])=[O:14])=[O:5])[CH3:2]. (6) The product is: [CH2:1]([C:8]1[N:12]=[C:11]([CH2:13][CH2:14][C:15]([NH:38]/[N:37]=[C:24]2\[NH:25][C:26](=[O:36])[C:27]3[NH:28][C:29]([C:32]([F:35])([F:34])[F:33])=[N:30][C:31]=3[N:23]\2[CH2:18][CH2:19][CH2:20][CH2:21][CH3:22])=[O:17])[O:10][N:9]=1)[C:2]1[CH:3]=[CH:4][CH:5]=[CH:6][CH:7]=1. Given the reactants [CH2:1]([C:8]1[N:12]=[C:11]([CH2:13][CH2:14][C:15]([OH:17])=O)[O:10][N:9]=1)[C:2]1[CH:7]=[CH:6][CH:5]=[CH:4][CH:3]=1.[CH2:18]([N:23]1[C:31]2[N:30]=[C:29]([C:32]([F:35])([F:34])[F:33])[NH:28][C:27]=2[C:26](=[O:36])[NH:25]/[C:24]/1=[N:37]\[NH2:38])[CH2:19][CH2:20][CH2:21][CH3:22].F[P-](F)(F)(F)(F)F.N1(O[P+](N(C)C)(N(C)C)N(C)C)C2C=CC=CC=2N=N1.C(N(CC)CC)C, predict the reaction product. (7) Given the reactants [Br:1][C:2]1[CH:3]=[CH:4][C:5]([O:16][CH2:17][CH2:18][CH3:19])=[C:6]([C:8]2[CH:13]=[C:12]([Cl:14])[N:11]=[C:10]([NH2:15])[N:9]=2)[CH:7]=1.N[C:21]1N=C(C2C=C(Br)C=CC=2O)C=[C:23](Cl)[N:22]=1.CN(C)CCCO, predict the reaction product. The product is: [Br:1][C:2]1[CH:3]=[CH:4][C:5]([O:16][CH2:17][CH2:18][CH2:19][N:22]([CH3:23])[CH3:21])=[C:6]([C:8]2[CH:13]=[C:12]([Cl:14])[N:11]=[C:10]([NH2:15])[N:9]=2)[CH:7]=1. (8) The product is: [CH3:15][N:8]1[C:4]([CH3:3])=[CH:5][CH:6]=[C:7]1[C:9]([O:11][CH2:12][CH3:13])=[O:10]. Given the reactants [H-].[Na+].[CH3:3][C:4]1[NH:8][C:7]([C:9]([O:11][CH2:12][CH3:13])=[O:10])=[CH:6][CH:5]=1.I[CH3:15].Cl, predict the reaction product. (9) Given the reactants [F:1][C:2]1[CH:3]=[C:4]([NH2:9])[C:5]([NH2:8])=[CH:6][CH:7]=1.C(N(CC)CC)C.[S:17](Cl)(Cl)=O, predict the reaction product. The product is: [F:1][C:2]1[CH:7]=[CH:6][C:5]2[C:4]([CH:3]=1)=[N:9][S:17][N:8]=2.